From a dataset of Full USPTO retrosynthesis dataset with 1.9M reactions from patents (1976-2016). Predict the reactants needed to synthesize the given product. (1) Given the product [Br:27][C:21]1[C:18]2=[N:19][CH:20]=[C:15]([CH:13]3[CH2:12][N:11]([C:9]([O:8][CH2:1][C:2]4[CH:3]=[CH:4][CH:5]=[CH:6][CH:7]=4)=[O:10])[CH2:14]3)[CH:16]=[C:17]2[S:23][C:22]=1[NH:49][C:41]([O:60][C:56]([CH3:59])([CH3:58])[CH3:57])=[O:40], predict the reactants needed to synthesize it. The reactants are: [CH2:1]([O:8][C:9]([N:11]1[CH2:14][CH:13]([C:15]2[CH:16]=[C:17]3[S:23][C:22](C(O)=O)=[C:21]([Br:27])[C:18]3=[N:19][CH:20]=2)[CH2:12]1)=[O:10])[C:2]1[CH:7]=[CH:6][CH:5]=[CH:4][CH:3]=1.C1C=CC(OP([O:40][C:41]2C=CC=CC=2)(N=[N+]=[N-])=O)=CC=1.CC[N:49](C(C)C)C(C)C.[C:56]([OH:60])([CH3:59])([CH3:58])[CH3:57]. (2) Given the product [CH3:1][Si:2]([CH3:9])([CH3:8])[C:3]1[S:4][C:5]([C:17]2([OH:20])[CH2:18][CH2:19][C:14]3([O:13][CH2:12][CH2:11][O:10]3)[CH2:15][CH2:16]2)=[CH:6][N:7]=1, predict the reactants needed to synthesize it. The reactants are: [CH3:1][Si:2]([CH3:9])([CH3:8])[C:3]1[S:4][CH:5]=[CH:6][N:7]=1.[O:10]1[C:14]2([CH2:19][CH2:18][C:17](=[O:20])[CH2:16][CH2:15]2)[O:13][CH2:12][CH2:11]1. (3) Given the product [CH3:21][O:17][C:16](=[O:18])[CH2:15][C:13]1[CH:14]=[C:9]([Br:8])[CH:10]=[CH:11][C:12]=1[O:19][CH3:20], predict the reactants needed to synthesize it. The reactants are: C[Si](C=[N+]=[N-])(C)C.[Br:8][C:9]1[CH:10]=[CH:11][C:12]([O:19][CH3:20])=[C:13]([CH2:15][C:16]([OH:18])=[O:17])[CH:14]=1.[C:21](O)(=O)C.